Dataset: Forward reaction prediction with 1.9M reactions from USPTO patents (1976-2016). Task: Predict the product of the given reaction. (1) Given the reactants C(=O)([O-])[O-].[Cs+].[Cs+].[Cl:7][C:8]1[CH:39]=[CH:38][C:11]([CH2:12][NH:13][C:14]([C:16]2[C:17](=[O:37])[C:18]3[CH:34]=[C:33]([CH2:35]Cl)[S:32][C:19]=3[N:20]([CH2:22][CH2:23][CH2:24][O:25][CH:26]3[CH2:31][CH2:30][CH2:29][CH2:28][O:27]3)[CH:21]=2)=[O:15])=[CH:10][CH:9]=1.[O:40]1[CH:44]=[CH:43][CH:42]=[C:41]1[C@H:45]([OH:49])[CH2:46][NH:47][CH3:48], predict the reaction product. The product is: [Cl:7][C:8]1[CH:39]=[CH:38][C:11]([CH2:12][NH:13][C:14]([C:16]2[C:17](=[O:37])[C:18]3[CH:34]=[C:33]([CH2:35][N:47]([CH2:46][C@H:45]([C:41]4[O:40][CH:44]=[CH:43][CH:42]=4)[OH:49])[CH3:48])[S:32][C:19]=3[N:20]([CH2:22][CH2:23][CH2:24][O:25][CH:26]3[CH2:31][CH2:30][CH2:29][CH2:28][O:27]3)[CH:21]=2)=[O:15])=[CH:10][CH:9]=1. (2) Given the reactants [H-].[Na+].[CH3:3][O:4][C:5]1[N:10]=[CH:9][C:8]([N:11]2[C:15]([C:16]3[CH:21]=[CH:20][CH:19]=[CH:18][N:17]=3)=[CH:14][C:13]([C:22]([N:24]3[CH2:28][CH2:27][C:26](=[O:29])[NH:25]3)=[O:23])=[N:12]2)=[CH:7][CH:6]=1.CI.[C:32](=O)([O-])[O-].[K+].[K+], predict the reaction product. The product is: [CH3:3][O:4][C:5]1[N:10]=[CH:9][C:8]([N:11]2[C:15]([C:16]3[CH:21]=[CH:20][CH:19]=[CH:18][N:17]=3)=[CH:14][C:13]([C:22]([N:24]3[CH2:28][CH2:27][C:26](=[O:29])[N:25]3[CH3:32])=[O:23])=[N:12]2)=[CH:7][CH:6]=1. (3) Given the reactants [NH2:1][CH2:2][CH2:3][C:4]1[CH:9]=[CH:8][C:7]([OH:10])=[CH:6][CH:5]=1.Cl[C:12]1[C:21]2[C:16](=[CH:17][C:18]([Cl:22])=[CH:19][CH:20]=2)[N:15]=[CH:14][CH:13]=1.[I-].[K+].Cl.[N:26]1([CH2:32][CH2:33][CH2:34]Cl)[CH2:31][CH2:30][CH2:29][CH2:28][CH2:27]1.C(=O)([O-])[O-].[K+].[K+], predict the reaction product. The product is: [Cl:22][C:18]1[CH:17]=[C:16]2[C:21]([C:12]([NH:1][CH2:2][CH2:3][C:4]3[CH:9]=[CH:8][C:7]([O:10][CH2:34][CH2:33][CH2:32][N:26]4[CH2:31][CH2:30][CH2:29][CH2:28][CH2:27]4)=[CH:6][CH:5]=3)=[CH:13][CH:14]=[N:15]2)=[CH:20][CH:19]=1. (4) Given the reactants [CH:1]1[C:10]2[C:5](=[CH:6][CH:7]=[CH:8][CH:9]=2)[CH:4]=[CH:3][C:2]=1[CH2:11][CH2:12][CH2:13][C:14](=[O:23])[CH2:15][C:16](=O)[C:17]([O:19][CH2:20][CH3:21])=[O:18].Cl.[NH2:25]O, predict the reaction product. The product is: [CH:1]1[C:10]2[C:5](=[CH:6][CH:7]=[CH:8][CH:9]=2)[CH:4]=[CH:3][C:2]=1[CH2:11][CH2:12][CH2:13][C:14]1[O:23][N:25]=[C:16]([C:17]([O:19][CH2:20][CH3:21])=[O:18])[CH:15]=1. (5) Given the reactants C([O:5]C([NH:8][CH2:9][CH:10](C)CCCCCCC[CH2:10][C:9]([NH:8]C(CC1C=CC=CC=1)C(NCC(=O)COC(=O)C1C([C:37]([F:40])([F:39])[F:38])=CC=CC=1[C:37]([F:40])([F:39])[F:38])=O)=O)=[O:5])(C)(C)C.[CH3:55][OH:56].CCN(C(C)C)C(C)C.Cl.[O:67]1CCOCC1, predict the reaction product. The product is: [C:55]([OH:67])([C:37]([F:40])([F:39])[F:38])=[O:56].[C:9](#[N:8])[CH3:10].[C:55]([OH:67])([C:37]([F:40])([F:39])[F:38])=[O:56].[OH2:5]. (6) Given the reactants [CH3:1][O:2][C:3]1[CH:4]=[C:5]2[C:10](=[CH:11][CH:12]=1)[CH:9]=[C:8]([CH:13]([CH3:17])[C:14](Cl)=[O:15])[CH:7]=[CH:6]2.N1C=CC=CC=1.[CH3:24][N:25]([CH3:35])[C:26]1[CH:31]=[CH:30][C:29]([CH2:32][CH2:33][OH:34])=[CH:28][CH:27]=1, predict the reaction product. The product is: [CH3:1][O:2][C:3]1[CH:4]=[C:5]2[C:10](=[CH:11][CH:12]=1)[CH:9]=[C:8]([CH:13]([CH3:17])[C:14]([O:34][CH2:33][CH2:32][C:29]1[CH:30]=[CH:31][C:26]([N:25]([CH3:24])[CH3:35])=[CH:27][CH:28]=1)=[O:15])[CH:7]=[CH:6]2. (7) Given the reactants [C:1]([N:5]1[C:9]([C:10]2[CH:15]=[CH:14][CH:13]=[CH:12][CH:11]=2)=[CH:8][C:7]([C:16](OCC)=[O:17])=[N:6]1)([CH3:4])([CH3:3])[CH3:2].CC(OI1(OC(C)=O)(OC(C)=O)OC(=O)C2C=CC=CC1=2)=O, predict the reaction product. The product is: [C:1]([N:5]1[C:9]([C:10]2[CH:11]=[CH:12][CH:13]=[CH:14][CH:15]=2)=[CH:8][C:7]([CH:16]=[O:17])=[N:6]1)([CH3:4])([CH3:3])[CH3:2]. (8) The product is: [C:13]([C:12]1[CH:11]=[CH:10][C:9]([N:8]([CH2:18][C:19]2[CH:20]=[CH:21][C:22]([F:34])=[C:23]([O:25][C:26](=[O:33])[C:27]3[CH:32]=[CH:31][CH:30]=[CH:29][CH:28]=3)[CH:24]=2)[N:6]2[CH:5]=[N:4][N:3]=[CH:7]2)=[CH:16][CH:15]=1)#[N:14]. Given the reactants [Na].[H-].[N:3]1[N:4]=[CH:5][N:6]([NH:8][C:9]2[CH:16]=[CH:15][C:12]([C:13]#[N:14])=[CH:11][CH:10]=2)[CH:7]=1.Br[CH2:18][C:19]1[CH:20]=[CH:21][C:22]([F:34])=[C:23]([O:25][C:26](=[O:33])[C:27]2[CH:32]=[CH:31][CH:30]=[CH:29][CH:28]=2)[CH:24]=1, predict the reaction product.